Dataset: Reaction yield outcomes from USPTO patents with 853,638 reactions. Task: Predict the reaction yield, written as a fraction of the theoretical maximum amount of product (1.0 means a 100% yield; for example, 0.34 means a 34% yield). (1) The reactants are CCCCCC.[H-].[Na+].[CH2:9]([C:11]1[CH:20]=[C:19]([CH3:21])[C:18]2[C:17](=[O:22])[NH:16][C@@H:15]3[CH2:23][N:24]([C:26]([O:28][C:29]([CH3:32])([CH3:31])[CH3:30])=[O:27])[CH2:25][C@H:14]3[C:13]=2[CH:12]=1)[CH3:10].[CH2:33](Br)[C:34]1[CH:39]=[CH:38][CH:37]=[CH:36][CH:35]=1. The catalyst is C1COCC1. The product is [CH2:33]([N:16]1[C@@H:15]2[CH2:23][N:24]([C:26]([O:28][C:29]([CH3:31])([CH3:30])[CH3:32])=[O:27])[CH2:25][C@H:14]2[C:13]2[CH:12]=[C:11]([CH2:9][CH3:10])[CH:20]=[C:19]([CH3:21])[C:18]=2[C:17]1=[O:22])[C:34]1[CH:39]=[CH:38][CH:37]=[CH:36][CH:35]=1. The yield is 0.880. (2) The reactants are [OH:1][C:2]1[CH:9]=[CH:8][C:5]([CH:6]=[O:7])=[CH:4][CH:3]=1.C(=O)([O-])[O-].[K+].[K+].Br[CH2:17][CH:18]([C:20]1[CH:25]=[CH:24][C:23]([CH2:26][CH3:27])=[CH:22][N:21]=1)[OH:19].O. The catalyst is CN(C)C=O. The product is [CH2:26]([C:23]1[CH:24]=[CH:25][C:20]([CH:18]([OH:19])[CH2:17][O:1][C:2]2[CH:9]=[CH:8][C:5]([CH:6]=[O:7])=[CH:4][CH:3]=2)=[N:21][CH:22]=1)[CH3:27]. The yield is 0.675.